This data is from Peptide-MHC class I binding affinity with 185,985 pairs from IEDB/IMGT. The task is: Regression. Given a peptide amino acid sequence and an MHC pseudo amino acid sequence, predict their binding affinity value. This is MHC class I binding data. (1) The peptide sequence is DNQKLSYLK. The MHC is HLA-A68:01 with pseudo-sequence HLA-A68:01. The binding affinity (normalized) is 0.176. (2) The peptide sequence is FLASLVVLA. The MHC is HLA-A02:01 with pseudo-sequence HLA-A02:01. The binding affinity (normalized) is 0.951. (3) The peptide sequence is FPVRPQVPLR. The MHC is HLA-A23:01 with pseudo-sequence HLA-A23:01. The binding affinity (normalized) is 0.00754.